Task: Predict which catalyst facilitates the given reaction.. Dataset: Catalyst prediction with 721,799 reactions and 888 catalyst types from USPTO (1) The catalyst class is: 854. Product: [F:51][C:45]1([F:50])[CH2:44][C:43]2[N:42]3[CH2:52][CH2:53][N:39]([C:7]4[CH:8]=[C:9]([F:38])[CH:10]=[C:11]([C:12]5[CH:17]=[C:16]([NH:18][C:19]6[CH:24]=[CH:23][C:22]([N:25]7[CH2:30][CH2:29][N:28]([CH:31]8[CH2:32][O:33][CH2:34]8)[CH2:27][C@@H:26]7[CH3:35])=[CH:21][N:20]=6)[C:15](=[O:36])[N:14]([CH3:37])[CH:13]=5)[C:6]=4[CH2:5][OH:4])[C:40](=[O:54])[C:41]3=[CH:49][C:48]=2[CH2:47][CH2:46]1. Reactant: C([O:4][CH2:5][C:6]1[C:11]([C:12]2[CH:17]=[C:16]([NH:18][C:19]3[CH:24]=[CH:23][C:22]([N:25]4[CH2:30][CH2:29][N:28]([CH:31]5[CH2:34][O:33][CH2:32]5)[CH2:27][C@@H:26]4[CH3:35])=[CH:21][N:20]=3)[C:15](=[O:36])[N:14]([CH3:37])[CH:13]=2)=[CH:10][C:9]([F:38])=[CH:8][C:7]=1[N:39]1[CH2:53][CH2:52][N:42]2[C:43]3[CH2:44][C:45]([F:51])([F:50])[CH2:46][CH2:47][C:48]=3[CH:49]=[C:41]2[C:40]1=[O:54])(=O)C.[OH-].[Li+]. (2) Reactant: [CH2:1]([C:3]1[C:8](=[O:9])[N:7]2[N:10]=[CH:11][C:12]([C:13]#[N:14])=[C:6]2[NH:5][C:4]=1[CH2:15]O)[CH3:2].C1C=CC(P(C2C=CC=CC=2)C2C=CC=CC=2)=CC=1.C(Br)(Br)(Br)[Br:37]. Product: [Br:37][CH2:15][C:4]1[NH:5][C:6]2[N:7]([N:10]=[CH:11][C:12]=2[C:13]#[N:14])[C:8](=[O:9])[C:3]=1[CH2:1][CH3:2]. The catalyst class is: 2. (3) Product: [OH:54][CH:51]([CH2:52][OH:53])[CH2:50][NH:49][C:44]([CH:31]1[C:30]2[C:29](=[CH:28][C:27]([N:7]3[C:8]([NH:10][C:11]([NH:13][C:14]4[CH:19]=[CH:18][CH:17]=[C:16]([O:20][C:21]5[CH:22]=[N:23][CH:24]=[CH:25][CH:26]=5)[CH:15]=4)=[O:12])=[CH:9][C:5]([C:1]([CH3:4])([CH3:2])[CH3:3])=[N:6]3)=[CH:36][CH:35]=2)[CH2:34][CH2:33][NH:32]1)=[O:45]. Reactant: [C:1]([C:5]1[CH:9]=[C:8]([NH:10][C:11]([NH:13][C:14]2[CH:19]=[CH:18][CH:17]=[C:16]([O:20][C:21]3[CH:22]=[N:23][CH:24]=[CH:25][CH:26]=3)[CH:15]=2)=[O:12])[N:7]([C:27]2[CH:28]=[C:29]3[C:34](=[CH:35][CH:36]=2)[CH2:33][N:32](C(OC(C)(C)C)=O)[CH:31]([C:44](OCC)=[O:45])[CH2:30]3)[N:6]=1)([CH3:4])([CH3:3])[CH3:2].[NH2:49][CH2:50][CH:51]([OH:54])[CH2:52][OH:53]. The catalyst class is: 209. (4) Product: [CH:23]1[C:24]2[C:29](=[CH:28][CH:27]=[CH:26][CH:25]=2)[CH:30]=[CH:31][C:22]=1[C:20]1[CH:19]=[CH:18][N:17]=[C:16]([N:14]2[CH2:13][CH2:12][C:11]3([CH2:32][CH2:33][NH:8][CH2:9][CH2:10]3)[CH2:15]2)[N:21]=1. The catalyst class is: 26. Reactant: C([N:8]1[CH2:33][CH2:32][C:11]2([CH2:15][N:14]([C:16]3[N:21]=[C:20]([C:22]4[CH:31]=[CH:30][C:29]5[C:24](=[CH:25][CH:26]=[CH:27][CH:28]=5)[CH:23]=4)[CH:19]=[CH:18][N:17]=3)[CH2:13][CH2:12]2)[CH2:10][CH2:9]1)C1C=CC=CC=1.CCN(C(C)C)C(C)C.ClC(OC(Cl)C)=O. (5) Reactant: Br[C:2]1[CH:7]=[CH:6][C:5]([CH3:8])=[C:4]([F:9])[CH:3]=1.CC([O-])=O.[K+].[CH3:15][NH2:16]. Product: [F:9][C:4]1[CH:3]=[C:2]([CH:7]=[CH:6][C:5]=1[CH3:8])[NH:16][CH3:15]. The catalyst class is: 122. (6) Reactant: BrCCCOC1C=CC2SC=[N:11]C=2C=1.[Na+].[I-].[Cl:17][C:18]1[C:23]([Cl:24])=[CH:22][CH:21]=[CH:20][C:19]=1[N:25]1[CH2:31][CH2:30][CH2:29][N:28]([CH2:32][CH2:33][CH2:34][CH2:35][O:36][C:37]2[CH:46]=[C:45]3[C:40]([CH2:41]CC(=O)[NH:44]3)=[CH:39][CH:38]=2)[CH2:27][CH2:26]1.CCN(C(C)C)C(C)C. Product: [Cl:17][C:18]1[C:23]([Cl:24])=[CH:22][CH:21]=[CH:20][C:19]=1[N:25]1[CH2:31][CH2:30][CH2:29][N:28]([CH2:32][CH2:33][CH2:34][CH2:35][O:36][C:37]2[CH:46]=[C:45]3[C:40]([CH:41]=[N:11][NH:44]3)=[CH:39][CH:38]=2)[CH2:27][CH2:26]1. The catalyst class is: 23. (7) Reactant: Cl.[NH2:2][NH2:3].C(N(CC)CC)C.FC1C([O:18][C:19](=O)[C:20]2[CH:25]=[CH:24][C:23]([F:26])=[C:22]([F:27])[C:21]=2[NH:28][C:29]2[CH:34]=[CH:33][C:32]([CH2:35][CH3:36])=[CH:31][C:30]=2[F:37])=C(F)C(F)=C(F)C=1F. Product: [CH2:35]([C:32]1[CH:33]=[CH:34][C:29]([NH:28][C:21]2[C:22]([F:27])=[C:23]([F:26])[CH:24]=[CH:25][C:20]=2[C:19]([NH:2][NH2:3])=[O:18])=[C:30]([F:37])[CH:31]=1)[CH3:36]. The catalyst class is: 4. (8) Reactant: C(OC([N:8]1[CH2:13][CH2:12][N:11]([CH2:14][C:15]2[CH:20]=[CH:19][C:18]([O:21][CH2:22][CH2:23][CH2:24][N:25]3[CH2:30][CH2:29][CH2:28][CH2:27][CH2:26]3)=[CH:17][CH:16]=2)[CH2:10][CH2:9]1)=O)(C)(C)C.[Cl:31]CCl.CO.[ClH:36]. Product: [ClH:31].[ClH:36].[ClH:31].[N:25]1([CH2:24][CH2:23][CH2:22][O:21][C:18]2[CH:19]=[CH:20][C:15]([CH2:14][N:11]3[CH2:12][CH2:13][NH:8][CH2:9][CH2:10]3)=[CH:16][CH:17]=2)[CH2:26][CH2:27][CH2:28][CH2:29][CH2:30]1. The catalyst class is: 27.